This data is from Peptide-MHC class II binding affinity with 134,281 pairs from IEDB. The task is: Regression. Given a peptide amino acid sequence and an MHC pseudo amino acid sequence, predict their binding affinity value. This is MHC class II binding data. The peptide sequence is KKWNSITVMPLLCGIGC. The MHC is HLA-DQA10103-DQB10603 with pseudo-sequence HLA-DQA10103-DQB10603. The binding affinity (normalized) is 0.560.